Dataset: Full USPTO retrosynthesis dataset with 1.9M reactions from patents (1976-2016). Task: Predict the reactants needed to synthesize the given product. (1) Given the product [CH:28]1([CH2:27][N:23]2[CH:24]=[CH:25][N:26]=[C:22]2[C:18]2[CH:17]=[C:16]([C@H:15]([NH:31][CH3:32])[CH2:14][N:11]3[CH2:12][CH2:13][C@H:9]([OH:8])[CH2:10]3)[CH:21]=[CH:20][CH:19]=2)[CH2:30][CH2:29]1, predict the reactants needed to synthesize it. The reactants are: [Si]([O:8][C@H:9]1[CH2:13][CH2:12][N:11]([CH2:14][C@@H:15]([N:31](C)[C:32](=O)OCC2C=CC=CC=2)[C:16]2[CH:21]=[CH:20][CH:19]=[C:18]([C:22]3[N:23]([CH2:27][CH:28]4[CH2:30][CH2:29]4)[CH:24]=[CH:25][N:26]=3)[CH:17]=2)[CH2:10]1)(C(C)(C)C)(C)C. (2) The reactants are: [F:1][C:2]1[CH:7]=[CH:6][CH:5]=[CH:4][C:3]=1[CH2:8][CH2:9][OH:10].CC(OI1(OC(C)=O)(OC(C)=O)OC(=O)C2C=CC=CC1=2)=O.S([O-])([O-])(=O)=S.[Na+].[Na+]. Given the product [F:1][C:2]1[CH:7]=[CH:6][CH:5]=[CH:4][C:3]=1[CH2:8][CH:9]=[O:10], predict the reactants needed to synthesize it.